Dataset: Full USPTO retrosynthesis dataset with 1.9M reactions from patents (1976-2016). Task: Predict the reactants needed to synthesize the given product. (1) Given the product [Cl:1][C:2]1[C:3]2[S:10][C:9]([C:22]3[CH:17]=[N:18][CH:19]=[N:20][CH:21]=3)=[CH:8][C:4]=2[N:5]=[CH:6][N:7]=1, predict the reactants needed to synthesize it. The reactants are: [Cl:1][C:2]1[C:3]2[S:10][C:9](I)=[CH:8][C:4]=2[N:5]=[CH:6][N:7]=1.C([Sn](CCCC)(CCCC)[C:17]1[CH:22]=[CH:21][N:20]=[CH:19][N:18]=1)CCC.C1([As](C2C=CC=CC=2)C2C=CC=CC=2)C=CC=CC=1. (2) Given the product [CH3:1][O:2][C:3](=[O:12])[CH2:4][C:5]1[C:9]([CH3:10])=[N:8][N:7]([CH2:16][C:15]2[CH:18]=[CH:19][C:20]([N+:22]([O-:24])=[O:23])=[CH:21][C:14]=2[F:13])[C:6]=1[CH3:11], predict the reactants needed to synthesize it. The reactants are: [CH3:1][O:2][C:3](=[O:12])[CH2:4][C:5]1[C:6]([CH3:11])=[N:7][NH:8][C:9]=1[CH3:10].[F:13][C:14]1[CH:21]=[C:20]([N+:22]([O-:24])=[O:23])[CH:19]=[CH:18][C:15]=1[CH2:16]Br.C([O-])([O-])=O.[K+].[K+]. (3) Given the product [N:16]1([C:9]([O:11][C:12]([CH3:13])([CH3:14])[CH3:15])=[O:10])[CH:20]2[CH2:21][N:22]([C:9]([O:11][C:12]([CH3:15])([CH3:14])[CH3:13])=[O:10])[CH2:23][CH2:24][N:19]2[CH2:18][CH2:17]1, predict the reactants needed to synthesize it. The reactants are: [CH3:13][C:12]([O:11][C:9](O[C:9]([O:11][C:12]([CH3:15])([CH3:14])[CH3:13])=[O:10])=[O:10])([CH3:15])[CH3:14].[NH:16]1[CH:20]2[CH2:21][NH:22][CH2:23][CH2:24][N:19]2[CH2:18][CH2:17]1. (4) Given the product [F:1][C:2]1[C:3]([F:12])=[CH:4][C:5]2[S:9][C:8](=[N:10][C:17](=[O:18])[C:16]3[CH:20]=[CH:21][C:22]([CH3:23])=[C:14]([F:13])[CH:15]=3)[N:7]([CH:25]([CH2:30][CH3:31])[C:26]([OH:28])=[O:27])[C:6]=2[CH:11]=1, predict the reactants needed to synthesize it. The reactants are: [F:1][C:2]1[C:3]([F:12])=[CH:4][C:5]2[S:9][C:8]([NH2:10])=[N:7][C:6]=2[CH:11]=1.[F:13][C:14]1[CH:15]=[C:16]([CH:20]=[CH:21][C:22]=1[CH3:23])[C:17](Cl)=[O:18].Br[CH:25]([CH2:30][CH3:31])[C:26]([O:28]C)=[O:27].COC1C=CC2N=C(N)SC=2C=1.ClC1C=C(C=CC=1)C(Cl)=O.BrCC(OCC)=O. (5) The reactants are: C([O:8][C:9]1[CH:10]=[C:11]([C:20](=[O:27])[C:21]2[CH:26]=[CH:25][CH:24]=[N:23][CH:22]=2)[CH:12]=[C:13]2[C:18]=1[N:17]=[CH:16][NH:15][C:14]2=[O:19])C1C=CC=CC=1.B(Br)(Br)Br. Given the product [OH:8][C:9]1[CH:10]=[C:11]([C:20](=[O:27])[C:21]2[CH:26]=[CH:25][CH:24]=[N:23][CH:22]=2)[CH:12]=[C:13]2[C:18]=1[N:17]=[CH:16][NH:15][C:14]2=[O:19], predict the reactants needed to synthesize it. (6) Given the product [N:34]1([NH:33][C:15]([C:14]2[C:9]([O:8][CH2:1][C:2]3[CH:7]=[CH:6][CH:5]=[CH:4][CH:3]=3)=[N:10][C:11]([C:25]3[CH:30]=[CH:29][C:28]([Cl:31])=[CH:27][C:26]=3[Cl:32])=[C:12]([C:18]3[CH:19]=[CH:20][C:21]([Cl:24])=[CH:22][CH:23]=3)[CH:13]=2)=[O:17])[CH2:39][CH2:38][CH2:37][CH2:36][CH2:35]1, predict the reactants needed to synthesize it. The reactants are: [CH2:1]([O:8][C:9]1[C:14]([C:15]([OH:17])=O)=[CH:13][C:12]([C:18]2[CH:23]=[CH:22][C:21]([Cl:24])=[CH:20][CH:19]=2)=[C:11]([C:25]2[CH:30]=[CH:29][C:28]([Cl:31])=[CH:27][C:26]=2[Cl:32])[N:10]=1)[C:2]1[CH:7]=[CH:6][CH:5]=[CH:4][CH:3]=1.[NH2:33][N:34]1[CH2:39][CH2:38][CH2:37][CH2:36][CH2:35]1.CCN(C(C)C)C(C)C.C1CN([P+](ON2N=NC3C=CC=CC2=3)(N2CCCC2)N2CCCC2)CC1.F[P-](F)(F)(F)(F)F. (7) Given the product [OH:4][C:5]1[CH:6]=[CH:7][C:8]([CH2:11][CH2:12][CH:13]2[CH2:20][CH2:19][CH2:18][C:17](=[O:21])[CH:16]=[CH:15][CH2:14]2)=[CH:9][CH:10]=1, predict the reactants needed to synthesize it. The reactants are: COC[O:4][C:5]1[CH:10]=[CH:9][C:8]([CH2:11][CH2:12][CH:13]2[CH2:20][CH2:19][CH2:18][C:17](=[O:21])[CH:16]=[CH:15][CH2:14]2)=[CH:7][CH:6]=1.C(=O)([O-])[O-].[Na+].[Na+].